Task: Predict the reaction yield, written as a fraction of the theoretical maximum amount of product (1.0 means a 100% yield; for example, 0.34 means a 34% yield).. Dataset: Reaction yield outcomes from USPTO patents with 853,638 reactions (1) The catalyst is COCCOC.C1COCC1. The product is [CH:15]([C:12]1[CH:13]=[CH:14][C:9]([CH:4]([C:3]#[N:7])[C:5]#[N:6])=[CH:10][CH:11]=1)=[CH2:16]. The reactants are [H-].[Na+].[C:3](#[N:7])[CH2:4][C:5]#[N:6].I[C:9]1[CH:14]=[CH:13][C:12]([CH:15]=[CH2:16])=[CH:11][CH:10]=1.Cl. The yield is 0.718. (2) The reactants are [CH3:1][C:2]1([C:5](=O)[CH2:6][C:7]#[N:8])[CH2:4][CH2:3]1.O.[NH2:11][NH2:12]. The catalyst is CCO. The product is [CH3:1][C:2]1([C:5]2[CH:6]=[C:7]([NH2:8])[NH:12][N:11]=2)[CH2:4][CH2:3]1. The yield is 0.280. (3) The reactants are [CH2:1]([C:5]1([CH2:31][CH2:32][CH2:33][CH3:34])[C:14]2[C:9](=[CH:10][C:11]([F:15])=[CH:12][CH:13]=2)[C:8]([OH:16])=[C:7]([C:17]2[NH:22][C:21]3[CH:23]=[CH:24][C:25](I)=[CH:26][C:20]=3[S:19](=[O:29])(=[O:28])[N:18]=2)[C:6]1=[O:30])[CH2:2][CH2:3][CH3:4].O1C=C[CH:37]=[C:36]1P(C1OC=CC=1)C1OC=CC=1.C([Sn](CCCC)(CCCC)CCCC)=C.[F-].[K+]. The catalyst is O1CCCC1.C(OCC)(=O)C. The product is [CH2:1]([C:5]1([CH2:31][CH2:32][CH2:33][CH3:34])[C:14]2[C:9](=[CH:10][C:11]([F:15])=[CH:12][CH:13]=2)[C:8]([OH:16])=[C:7]([C:17]2[NH:22][C:21]3[CH:23]=[CH:24][C:25]([CH:36]=[CH2:37])=[CH:26][C:20]=3[S:19](=[O:29])(=[O:28])[N:18]=2)[C:6]1=[O:30])[CH2:2][CH2:3][CH3:4]. The yield is 0.520. (4) The reactants are [C:1]1([C:7]2[CH:15]=[CH:14][C:10]([C:11](O)=[O:12])=[CH:9][CH:8]=2)[CH:6]=[CH:5][CH:4]=[CH:3][CH:2]=1.C(Cl)(=O)C(Cl)=O.[OH-].[NH4+:23]. The catalyst is C(Cl)Cl.CN(C=O)C. The product is [C:1]1([C:7]2[CH:15]=[CH:14][C:10]([C:11]([NH2:23])=[O:12])=[CH:9][CH:8]=2)[CH:6]=[CH:5][CH:4]=[CH:3][CH:2]=1. The yield is 0.710. (5) The reactants are FC(F)(F)C1C=C(NC(=O)NC2C=CC(C3SC(CCC(OC)=O)=NC=3)=CC=2)C=CC=1.[NH2:32][C:33]1[CH:38]=[CH:37][C:36]([C:39]2[N:40]=[C:41]([CH:44]3[CH2:49][CH2:48][N:47]([CH2:50][C:51]([O:53][CH2:54][CH3:55])=[O:52])[CH2:46][CH2:45]3)[S:42][CH:43]=2)=[CH:35][CH:34]=1.[Cl:56][C:57]1[CH:62]=[CH:61][CH:60]=[CH:59][C:58]=1[N:63]=[C:64]=[O:65]. No catalyst specified. The product is [Cl:56][C:57]1[CH:62]=[CH:61][CH:60]=[CH:59][C:58]=1[NH:63][C:64](=[O:65])[NH:32][C:33]1[CH:38]=[CH:37][C:36]([C:39]2[N:40]=[C:41]([CH:44]3[CH2:49][CH2:48][N:47]([CH2:50][C:51]([O:53][CH2:54][CH3:55])=[O:52])[CH2:46][CH2:45]3)[S:42][CH:43]=2)=[CH:35][CH:34]=1. The yield is 0.870. (6) The reactants are [CH3:1][O:2][C:3]1[C:4]([NH:15][C:16](=[O:20])OCC)=[N:5][C:6]2[C:11]([N:12]=1)=[CH:10][C:9]([O:13][CH3:14])=[CH:8][CH:7]=2.[CH3:21][O:22][C:23]1[CH:28]=[CH:27][C:26]([N:29]2[CH2:34][CH2:33][NH:32][CH2:31][CH2:30]2)=[CH:25][CH:24]=1. No catalyst specified. The product is [CH3:1][O:2][C:3]1[C:4]([NH:15][C:16]([N:32]2[CH2:31][CH2:30][N:29]([C:26]3[CH:25]=[CH:24][C:23]([O:22][CH3:21])=[CH:28][CH:27]=3)[CH2:34][CH2:33]2)=[O:20])=[N:5][C:6]2[C:11]([N:12]=1)=[CH:10][C:9]([O:13][CH3:14])=[CH:8][CH:7]=2. The yield is 0.870. (7) The reactants are [Cl:1][C:2]1[CH:11]=[CH:10][CH:9]=[C:8]2[C:3]=1[C:4]([O:13][CH3:14])=[CH:5][NH:6][C:7]2=O.O=P(Cl)(Cl)[Cl:17]. No catalyst specified. The product is [Cl:17][C:7]1[C:8]2[C:3](=[C:2]([Cl:1])[CH:11]=[CH:10][CH:9]=2)[C:4]([O:13][CH3:14])=[CH:5][N:6]=1. The yield is 0.574. (8) The reactants are [O:1]=[C:2]1[CH2:7][O:6][C:5]2[CH:8]=[CH:9][C:10]([CH:12]([CH3:18])[C:13]([O:15]CC)=[O:14])=[CH:11][C:4]=2[NH:3]1.[OH-].[Na+].O.C(O)(=O)C. The catalyst is CCO. The product is [O:1]=[C:2]1[CH2:7][O:6][C:5]2[CH:8]=[CH:9][C:10]([CH:12]([CH3:18])[C:13]([OH:15])=[O:14])=[CH:11][C:4]=2[NH:3]1. The yield is 0.950.